This data is from Catalyst prediction with 721,799 reactions and 888 catalyst types from USPTO. The task is: Predict which catalyst facilitates the given reaction. (1) Reactant: [O:1]=[C:2]1[C@:6]2([CH:10]=[CH:9][C@@H:8]([NH:11][C:12](=[O:18])[O:13][C:14]([CH3:17])([CH3:16])[CH3:15])[CH2:7]2)[CH2:5][CH2:4][O:3]1.[BH4-].[Na+]. Product: [OH:3][CH2:4][CH2:5][C@@:6]1([CH2:2][OH:1])[CH2:7][C@H:8]([NH:11][C:12](=[O:18])[O:13][C:14]([CH3:17])([CH3:15])[CH3:16])[CH:9]=[CH:10]1. The catalyst class is: 5. (2) The catalyst class is: 19. Product: [NH2:21][C:19]12[CH2:18][CH:17]3[CH2:32][C:13]([C:10]4[CH:11]=[CH:12][C:7]([N:3]5[CH2:4][CH2:5][CH2:6][C:2]5=[O:1])=[CH:8][CH:9]=4)([CH2:14][CH:15]1[CH2:16]3)[CH2:20]2. Reactant: [O:1]=[C:2]1[CH2:6][CH2:5][CH2:4][N:3]1[C:7]1[CH:12]=[CH:11][C:10]([C:13]23[CH2:32][CH:17]4[CH2:18][C:19]([NH:21]C(=O)OCC5C=CC=CC=5)([CH2:20]2)[CH:15]([CH2:16]4)[CH2:14]3)=[CH:9][CH:8]=1. (3) Reactant: [NH2:1][C:2]1[CH:7]=[CH:6][CH:5]=[CH:4][CH:3]=1.[H-].[Na+].[NH2:10][C:11]1[N:20]=[C:19]([NH2:21])[C:18]2[C:13](=[CH:14][CH:15]=[CH:16][C:17]=2F)[N:12]=1. Product: [NH2:10][C:11]1[N:20]=[C:19]([NH2:21])[C:18]2[C:13](=[CH:14][CH:15]=[CH:16][C:17]=2[NH:1][C:2]2[CH:7]=[CH:6][CH:5]=[CH:4][CH:3]=2)[N:12]=1. The catalyst class is: 16. (4) Reactant: [CH3:1][C:2]1[O:6][C:5]([C:7]2[CH:22]=[CH:21][C:10]([C:11]([NH:13][CH2:14][C:15]3[CH:16]=[N:17][CH:18]=[CH:19][CH:20]=3)=[O:12])=[CH:9][CH:8]=2)=[N:4][C:3]=1[CH2:23][S:24]([CH:27]1[CH2:32][CH2:31][NH:30][CH2:29][CH2:28]1)(=[O:26])=[O:25].C(O)(=O)C.[CH3:37][CH:38]([CH3:41])[CH:39]=O.C(O[BH-](OC(=O)C)OC(=O)C)(=O)C.[Na+]. Product: [CH3:1][C:2]1[O:6][C:5]([C:7]2[CH:8]=[CH:9][C:10]([C:11]([NH:13][CH2:14][C:15]3[CH:16]=[N:17][CH:18]=[CH:19][CH:20]=3)=[O:12])=[CH:21][CH:22]=2)=[N:4][C:3]=1[CH2:23][S:24]([CH:27]1[CH2:28][CH2:29][N:30]([CH2:37][CH:38]([CH3:41])[CH3:39])[CH2:31][CH2:32]1)(=[O:25])=[O:26]. The catalyst class is: 26. (5) Reactant: [CH:1]1([Mg]Br)[CH2:3][CH2:2]1.[CH2:6]([O:8][C:9]([C:11]1[C:12]([CH3:25])=[C:13]([C:18]([O:20][C:21]([CH3:24])([CH3:23])[CH3:22])=[O:19])[NH:14][C:15]=1[CH:16]=[O:17])=[O:10])[CH3:7]. Product: [CH2:6]([O:8][C:9]([C:11]1[C:12]([CH3:25])=[C:13]([C:18]([O:20][C:21]([CH3:24])([CH3:23])[CH3:22])=[O:19])[NH:14][C:15]=1[CH:16]([CH:1]1[CH2:3][CH2:2]1)[OH:17])=[O:10])[CH3:7]. The catalyst class is: 7.